Predict the reactants needed to synthesize the given product. From a dataset of Full USPTO retrosynthesis dataset with 1.9M reactions from patents (1976-2016). (1) Given the product [CH3:2][CH:3]([C@H:5]([N:8]([CH2:9][CH:10]=[CH2:11])[C:18](=[O:20])[O:21][CH2:22][C:23]1[CH:7]=[CH:6][CH:5]=[CH:3][CH:2]=1)[CH:6]=[CH2:7])[CH3:4], predict the reactants needed to synthesize it. The reactants are: Cl.[CH3:2][CH:3]([C@H:5]([NH:8][CH2:9][CH:10]=[CH2:11])[CH:6]=[CH2:7])[CH3:4].C([O-])([O-])=O.[K+].[K+].[C:18]([O:21][CH2:22][CH3:23])(=[O:20])C. (2) Given the product [C:12]([O:11][C:9]([N:23]1[CH2:22][CH2:21][NH:20][CH:19]([CH:16]([CH3:18])[CH3:17])[CH2:24]1)=[O:10])([CH3:13])([CH3:14])[CH3:15], predict the reactants needed to synthesize it. The reactants are: [C:9](O[C:9]([O:11][C:12]([CH3:15])([CH3:14])[CH3:13])=[O:10])([O:11][C:12]([CH3:15])([CH3:14])[CH3:13])=[O:10].[CH:16]([CH:19]1[CH2:24][NH:23][CH2:22][CH2:21][NH:20]1)([CH3:18])[CH3:17]. (3) Given the product [C:33]([O:1][CH2:2][C:3]1[N:4]=[N:5][N:6]([CH2:8][CH2:9][C@@H:10]2[CH2:15][N:14]([C:16]([O:18][CH2:19][C:20]3[CH:25]=[CH:24][CH:23]=[CH:22][CH:21]=3)=[O:17])[CH2:13][CH2:12][N:11]2[C:26]([O:28][C:29]([CH3:32])([CH3:31])[CH3:30])=[O:27])[CH:7]=1)(=[O:35])[CH3:34], predict the reactants needed to synthesize it. The reactants are: [OH:1][CH2:2][C:3]1[N:4]=[N:5][N:6]([CH2:8][CH2:9][C@@H:10]2[CH2:15][N:14]([C:16]([O:18][CH2:19][C:20]3[CH:25]=[CH:24][CH:23]=[CH:22][CH:21]=3)=[O:17])[CH2:13][CH2:12][N:11]2[C:26]([O:28][C:29]([CH3:32])([CH3:31])[CH3:30])=[O:27])[CH:7]=1.[C:33](OC(=O)C)(=[O:35])[CH3:34]. (4) Given the product [C:8]([O:12][C:13]([N:15]1[CH2:16][CH2:17][CH:18]([O:21][CH2:22][C:23]2[O:25][N:43]=[C:36]([C:6]3[CH:7]=[CH:26][CH:5]=[CH:4][N:3]=3)[N:35]=2)[CH2:19][CH2:20]1)=[O:14])([CH3:9])([CH3:10])[CH3:11], predict the reactants needed to synthesize it. The reactants are: C([N:3]([CH2:6][CH3:7])[CH2:4][CH3:5])C.[C:8]([O:12][C:13]([N:15]1[CH2:20][CH2:19][CH:18]([O:21][CH2:22][C:23]([OH:25])=O)[CH2:17][CH2:16]1)=[O:14])([CH3:11])([CH3:10])[CH3:9].[CH2:26](OC(Cl)=O)C(C)C.O[NH:35][C:36](=[NH:43])C1C=CN=CC=1. (5) Given the product [OH:3][C:4]1[C:5]([CH3:23])=[C:6]2[C:11](=[C:12]([CH3:15])[C:13]=1[CH3:14])[O:10][C:9]([C:16](=[O:17])[CH3:1])([CH3:22])[CH2:8][CH2:7]2, predict the reactants needed to synthesize it. The reactants are: [CH3:1][Li].[OH:3][C:4]1[C:5]([CH3:23])=[C:6]2[C:11](=[C:12]([CH3:15])[C:13]=1[CH3:14])[O:10][C:9]([CH3:22])([C:16](N(OC)C)=[O:17])[CH2:8][CH2:7]2.[NH4+].[Cl-]. (6) Given the product [CH3:1][O:3][C:4]([C:5]1[C:24]([NH:19][C:30](=[O:32])[C:29]2[CH:33]=[CH:34][CH:35]=[C:27]([CH2:26][Cl:25])[CH:28]=2)=[CH:23][C:22]2[C:21](=[CH:20][CH:21]=[CH:22][CH:23]=2)[CH:20]=1)=[O:18], predict the reactants needed to synthesize it. The reactants are: [CH2:1]([O:3][C:4](=[O:18])[C:5]1C=C(N2CCCCC2)C=CC=1N)C.[N:19]1[CH:24]=[CH:23][CH:22]=[CH:21][CH:20]=1.[Cl:25][CH2:26][C:27]1[CH:28]=[C:29]([CH:33]=[CH:34][CH:35]=1)[C:30]([OH:32])=O.